Dataset: Full USPTO retrosynthesis dataset with 1.9M reactions from patents (1976-2016). Task: Predict the reactants needed to synthesize the given product. (1) Given the product [CH2:1]([O:3][C:4]([N:6]1[CH2:11][CH2:10][N:9]([C:12](=[O:38])[C@@H:13]([NH:23][C:24]([C:26]2[CH:30]=[C:29]([O:31][C:50]3([C:48]([O:47][CH2:45][CH3:46])=[O:49])[CH2:53][CH2:52][CH2:51]3)[N:28]([C:32]3[CH:37]=[CH:36][CH:35]=[CH:34][CH:33]=3)[N:27]=2)=[O:25])[CH2:14][CH2:15][C:16]([O:18][C:19]([CH3:22])([CH3:21])[CH3:20])=[O:17])[CH2:8][CH2:7]1)=[O:5])[CH3:2], predict the reactants needed to synthesize it. The reactants are: [CH2:1]([O:3][C:4]([N:6]1[CH2:11][CH2:10][N:9]([C:12](=[O:38])[C@@H:13]([NH:23][C:24]([C:26]2[CH:30]=[C:29]([OH:31])[N:28]([C:32]3[CH:37]=[CH:36][CH:35]=[CH:34][CH:33]=3)[N:27]=2)=[O:25])[CH2:14][CH2:15][C:16]([O:18][C:19]([CH3:22])([CH3:21])[CH3:20])=[O:17])[CH2:8][CH2:7]1)=[O:5])[CH3:2].C(=O)([O-])[O-].[Cs+].[Cs+].[CH2:45]([O:47][C:48]([C:50]1(Br)[CH2:53][CH2:52][CH2:51]1)=[O:49])[CH3:46]. (2) Given the product [Cl:19][C:9]1[CH:8]=[CH:7][C:6]2[C:11](=[CH:12][C:3]([O:2][CH3:1])=[C:4]([N+:14]([O-:16])=[O:15])[CH:5]=2)[N:10]=1, predict the reactants needed to synthesize it. The reactants are: [CH3:1][O:2][C:3]1[CH:12]=[C:11]2[C:6]([CH:7]=[CH:8][C:9](=O)[NH:10]2)=[CH:5][C:4]=1[N+:14]([O-:16])=[O:15].P(Cl)(Cl)([Cl:19])=O.